Task: Predict the reactants needed to synthesize the given product.. Dataset: Full USPTO retrosynthesis dataset with 1.9M reactions from patents (1976-2016) (1) Given the product [OH:6][C:7]1[C:8]([OH:23])=[C:9]([OH:18])[C:10]2[O:15][C:14](=[O:16])[CH:13]=[CH:12][C:11]=2[CH:17]=1, predict the reactants needed to synthesize it. The reactants are: [K].S([O:6][C:7]1[C:8]([OH:23])=[C:9]([O:18]S(O)(=O)=O)[C:10]2[O:15][C:14](=[O:16])[CH:13]=[CH:12][C:11]=2[CH:17]=1)(O)(=O)=O. (2) Given the product [CH3:32][N:17]([CH3:16])[S:18]([C:21]1[CH:31]=[CH:30][C:24]2[NH:25][C:26]([CH2:28][O:10][C:8]3[CH:9]=[C:2]([F:1])[C:3]([CH:4]=[O:5])=[CH:6][C:7]=3[O:11][CH3:12])=[N:27][C:23]=2[CH:22]=1)(=[O:19])=[O:20], predict the reactants needed to synthesize it. The reactants are: [F:1][C:2]1[CH:9]=[C:8]([OH:10])[C:7]([O:11][CH3:12])=[CH:6][C:3]=1[CH:4]=[O:5].[H-].[Na+].Cl.[CH3:16][N:17]([CH3:32])[S:18]([C:21]1[CH:31]=[CH:30][C:24]2[NH:25][C:26]([CH2:28]Cl)=[N:27][C:23]=2[CH:22]=1)(=[O:20])=[O:19].